From a dataset of Forward reaction prediction with 1.9M reactions from USPTO patents (1976-2016). Predict the product of the given reaction. (1) Given the reactants IC1C=CC=CC=1C.Br[C:10]1[CH:15]=[CH:14][C:13]([F:16])=[CH:12][C:11]=1[CH3:17].F[C:19]1[CH:24]=[CH:23][C:22]([OH:25])=[C:21]([CH3:26])[CH:20]=1, predict the reaction product. The product is: [F:16][C:13]1[CH:14]=[CH:15][C:10]([O:25][C:22]2[CH:23]=[CH:24][CH:19]=[CH:20][C:21]=2[CH3:26])=[C:11]([CH3:17])[CH:12]=1. (2) Given the reactants Br[C:2]1[CH:11]=[C:10]2[C:5]([CH:6]=[CH:7][C:8]([N:12]([CH2:23][O:24][CH2:25][CH2:26][Si:27]([CH3:30])([CH3:29])[CH3:28])[C:13]3[S:14][C:15]([CH:18]4[CH2:22][CH2:21][CH2:20][CH2:19]4)=[N:16][N:17]=3)=[N:9]2)=[N:4][CH:3]=1.BrC1C=C2C(C=CC(/N=C3\SC(C4CCCC4)=NN\3COCC[Si](C)(C)C)=N2)=NC=1.CC1(C)C(C)(C)OB([C:69]2[CH:70]=[N:71][N:72]([CH2:74][CH2:75][CH2:76][N:77]3[CH2:82][CH2:81][N:80]([C:83]([O:85][C:86]([CH3:89])([CH3:88])[CH3:87])=[O:84])[CH2:79][CH2:78]3)[CH:73]=2)O1.C(=O)([O-])[O-].[Na+].[Na+], predict the reaction product. The product is: [CH:18]1([C:15]2[S:14][C:13]([N:12]([CH2:23][O:24][CH2:25][CH2:26][Si:27]([CH3:30])([CH3:29])[CH3:28])[C:8]3[N:9]=[C:10]4[C:5](=[CH:6][CH:7]=3)[N:4]=[CH:3][C:2]([C:69]3[CH:70]=[N:71][N:72]([CH2:74][CH2:75][CH2:76][N:77]5[CH2:82][CH2:81][N:80]([C:83]([O:85][C:86]([CH3:89])([CH3:88])[CH3:87])=[O:84])[CH2:79][CH2:78]5)[CH:73]=3)=[CH:11]4)=[N:17][N:16]=2)[CH2:22][CH2:21][CH2:20][CH2:19]1. (3) Given the reactants [CH2:1]([N:3]1[C:11]2[C:6](=[N:7][CH:8]=[CH:9][CH:10]=2)[N:5]([C:12]2[CH:13]=[C:14]3[C:18](=[CH:19][CH:20]=2)[N:17](C(OC(C)(C)C)=O)[CH2:16][CH2:15]3)[C:4]1=[O:28])[CH3:2].Cl, predict the reaction product. The product is: [NH:17]1[C:18]2[C:14](=[CH:13][C:12]([N:5]3[C:6]4=[N:7][CH:8]=[CH:9][CH:10]=[C:11]4[N:3]([CH2:1][CH3:2])[C:4]3=[O:28])=[CH:20][CH:19]=2)[CH2:15][CH2:16]1. (4) Given the reactants [CH:1]([O:4][C:5]([N:7]1[CH2:12][CH2:11][CH:10]([O:13][C:14]2[N:19]=[CH:18][N:17]=[C:16]([N:20]3[C:28]4[C:23](=[CH:24][C:25]([C:29](O)=[O:30])=[CH:26][CH:27]=4)[CH2:22][CH2:21]3)[CH:15]=2)[CH2:9][CH2:8]1)=[O:6])([CH3:3])[CH3:2].C(N(CC)CC)C.ClC(OC(C)C)=O.[BH4-].[Na+], predict the reaction product. The product is: [CH:1]([O:4][C:5]([N:7]1[CH2:8][CH2:9][CH:10]([O:13][C:14]2[CH:15]=[C:16]([N:20]3[C:28]4[C:23](=[CH:24][C:25]([CH2:29][OH:30])=[CH:26][CH:27]=4)[CH2:22][CH2:21]3)[N:17]=[CH:18][N:19]=2)[CH2:11][CH2:12]1)=[O:6])([CH3:3])[CH3:2]. (5) Given the reactants [F:1][C:2]1[CH:3]=[CH:4][C:5]([O:19][CH2:20][C:21](O)=[O:22])=[C:6]([C:8]2[CH:13]=[CH:12][CH:11]=[CH:10][C:9]=2[O:14][C:15]([F:18])([F:17])[F:16])[CH:7]=1.[CH:24]([NH:27][NH:28][C:29]([CH:31]1[CH2:36][CH2:35][O:34][CH2:33][CH2:32]1)=[O:30])([CH3:26])[CH3:25].C(NC(C)C)(C)C.C1CN([P+](Br)(N2CCCC2)N2CCCC2)CC1.F[P-](F)(F)(F)(F)F, predict the reaction product. The product is: [F:1][C:2]1[CH:3]=[CH:4][C:5]([O:19][CH2:20][C:21]([N:27]([CH:24]([CH3:26])[CH3:25])[NH:28][C:29]([CH:31]2[CH2:36][CH2:35][O:34][CH2:33][CH2:32]2)=[O:30])=[O:22])=[C:6]([C:8]2[CH:13]=[CH:12][CH:11]=[CH:10][C:9]=2[O:14][C:15]([F:18])([F:16])[F:17])[CH:7]=1. (6) Given the reactants Cl.[N:2]1[CH:7]=[CH:6][CH:5]=[CH:4][C:3]=1[C:8](Cl)=[O:9].[Br:11][C:12]1[CH:17]=[CH:16][C:15]([Zn]I)=[C:14]([F:20])[CH:13]=1.[Cl-].[NH4+], predict the reaction product. The product is: [Br:11][C:12]1[CH:17]=[CH:16][C:15]([C:8]([C:3]2[CH:4]=[CH:5][CH:6]=[CH:7][N:2]=2)=[O:9])=[C:14]([F:20])[CH:13]=1. (7) Given the reactants I[C:2]1[C:10]2[C:5](=[CH:6][CH:7]=[C:8]([C:11]3[S:15][N:14]=[C:13]([NH:16][CH2:17][C:18]4[CH:23]=[CH:22][C:21]([O:24][CH3:25])=[CH:20][CH:19]=4)[N:12]=3)[CH:9]=2)[N:4]([S:26]([C:29]2[CH:35]=[CH:34][C:32]([CH3:33])=[CH:31][CH:30]=2)(=[O:28])=[O:27])[CH:3]=1.[CH:36]([NH:39][C:40]1[CH:45]=[N:44][CH:43]=[C:42]([Sn](CCCC)(CCCC)CCCC)[N:41]=1)([CH3:38])[CH3:37], predict the reaction product. The product is: [CH:36]([NH:39][C:40]1[N:41]=[C:42]([C:2]2[C:10]3[C:5](=[CH:6][CH:7]=[C:8]([C:11]4[S:15][N:14]=[C:13]([NH:16][CH2:17][C:18]5[CH:23]=[CH:22][C:21]([O:24][CH3:25])=[CH:20][CH:19]=5)[N:12]=4)[CH:9]=3)[N:4]([S:26]([C:29]3[CH:30]=[CH:31][C:32]([CH3:33])=[CH:34][CH:35]=3)(=[O:27])=[O:28])[CH:3]=2)[CH:43]=[N:44][CH:45]=1)([CH3:38])[CH3:37]. (8) Given the reactants [F:1][C:2]1[CH:3]=[C:4]([C:8]2[N:13]=[C:12]([CH3:14])[C:11]([C:15]([OH:17])=O)=[CH:10][N:9]=2)[CH:5]=[CH:6][CH:7]=1.[C:18]1([N:24]([C:26]2[CH:31]=[CH:30][CH:29]=[CH:28][CH:27]=2)[NH2:25])[CH:23]=[CH:22][CH:21]=[CH:20][CH:19]=1.C[N+]1(C2N=C(OC)N=C(OC)N=2)CCOCC1.[Cl-], predict the reaction product. The product is: [C:18]1([N:24]([C:26]2[CH:31]=[CH:30][CH:29]=[CH:28][CH:27]=2)[NH:25][C:15]([C:11]2[C:12]([CH3:14])=[N:13][C:8]([C:4]3[CH:5]=[CH:6][CH:7]=[C:2]([F:1])[CH:3]=3)=[N:9][CH:10]=2)=[O:17])[CH:19]=[CH:20][CH:21]=[CH:22][CH:23]=1. (9) Given the reactants [CH2:1]([O:3][C:4](=[O:10])[CH:5]([CH3:9])[C:6](=[O:8])[CH3:7])[CH3:2].[CH2:11](O)[CH2:12][OH:13].O, predict the reaction product. The product is: [CH2:1]([O:3][C:4](=[O:10])[CH:5]([C:6]1([CH3:7])[O:13][CH2:12][CH2:11][O:8]1)[CH3:9])[CH3:2]. (10) Given the reactants [Cl:1][C:2]1[C:3]([O:20][CH3:21])=[C:4]([C:8]([CH3:19])([CH3:18])[CH2:9][C:10]([OH:17])([C:13]([F:16])([F:15])[F:14])[CH:11]=O)[CH:5]=[CH:6][CH:7]=1.[NH2:22][C:23]1[C:32]([CH3:33])=[CH:31][CH:30]=[C:29]2[C:24]=1[CH:25]=[CH:26][C:27](=[O:34])[NH:28]2, predict the reaction product. The product is: [Cl:1][C:2]1[C:3]([O:20][CH3:21])=[C:4]2[C:5](=[CH:6][CH:7]=1)[CH:11]([NH:22][C:23]1[C:32]([CH3:33])=[CH:31][CH:30]=[C:29]3[C:24]=1[CH:25]=[CH:26][C:27](=[O:34])[NH:28]3)[C:10]([OH:17])([C:13]([F:16])([F:14])[F:15])[CH2:9][C:8]2([CH3:18])[CH3:19].